From a dataset of Full USPTO retrosynthesis dataset with 1.9M reactions from patents (1976-2016). Predict the reactants needed to synthesize the given product. (1) Given the product [F:37][C:38]1[CH:43]=[CH:42][CH:41]=[CH:40][C:39]=1[C:44]1[CH:49]=[N:48][C:47]([N:50]2[C:58]3[C:53](=[CH:54][CH:55]=[C:56]([C:59]([N:2]([CH3:3])[CH3:1])=[O:60])[CH:57]=3)[C:52]([S:62]([CH3:64])=[O:63])=[CH:51]2)=[N:46][CH:45]=1, predict the reactants needed to synthesize it. The reactants are: [CH3:1][N:2](C(ON1N=NC2C=CC=NC1=2)=[N+](C)C)[CH3:3].F[P-](F)(F)(F)(F)F.C(N(C(C)C)CC)(C)C.CNC.[F:37][C:38]1[CH:43]=[CH:42][CH:41]=[CH:40][C:39]=1[C:44]1[CH:45]=[N:46][C:47]([N:50]2[C:58]3[C:53](=[CH:54][CH:55]=[C:56]([C:59](O)=[O:60])[CH:57]=3)[C:52]([S:62]([CH3:64])=[O:63])=[CH:51]2)=[N:48][CH:49]=1. (2) Given the product [CH3:27][C:22]1[C:21]([C:15]2[CH:14]=[C:13]3[C:18]([C:6]([OH:8])=[C:5]([C:4]([O:3][CH2:1][CH3:2])=[O:28])[CH:11]=[N:12]3)=[CH:17][C:16]=2[O:19][CH3:20])=[C:25]([CH3:26])[O:24][N:23]=1, predict the reactants needed to synthesize it. The reactants are: [CH2:1]([O:3][C:4](=[O:28])[C:5](=[CH:11][NH:12][C:13]1[CH:18]=[CH:17][C:16]([O:19][CH3:20])=[C:15]([C:21]2[C:22]([CH3:27])=[N:23][O:24][C:25]=2[CH3:26])[CH:14]=1)[C:6]([O:8]CC)=O)[CH3:2].CC1C(C2C=C([N+]([O-])=O)C=CC=2OC)=C(C)ON=1. (3) Given the product [CH:1]([C:3]1[C:11]2[C:6](=[CH:7][C:8]([C:12]([O:14][CH2:15][CH3:16])=[O:13])=[CH:9][CH:10]=2)[N:5]([CH2:23][C:24]2[CH:25]=[N:26][CH:27]=[CH:28][CH:29]=2)[C:4]=1[CH:17]([CH3:18])[CH3:19])=[O:2], predict the reactants needed to synthesize it. The reactants are: [CH:1]([C:3]1[C:11]2[C:6](=[CH:7][C:8]([C:12]([O:14][CH2:15][CH3:16])=[O:13])=[CH:9][CH:10]=2)[NH:5][C:4]=1[CH:17]([CH3:19])[CH3:18])=[O:2].[H-].[Na+].Br[CH2:23][C:24]1[CH:25]=[N:26][CH:27]=[CH:28][CH:29]=1. (4) Given the product [Cl:41][C:42]([Cl:47])([Cl:46])[C:43]([C:3]1[N:4]2[C:5]([CH2:6][N:7]([C:15]([C:17]3[CH:22]=[CH:21][C:20]([C:23]4[CH:28]=[CH:27][CH:26]=[CH:25][C:24]=4[CH3:29])=[CH:19][C:18]=3[O:30][CH3:31])=[O:16])[C:8]3[CH:14]=[CH:13][CH:12]=[CH:11][C:9]=3[CH2:10]2)=[CH:1][CH:2]=1)=[O:44], predict the reactants needed to synthesize it. The reactants are: [CH:1]1[CH:2]=[CH:3][N:4]2[CH2:10][C:9]3[CH:11]=[CH:12][CH:13]=[CH:14][C:8]=3[N:7]([C:15]([C:17]3[CH:22]=[CH:21][C:20]([C:23]4[CH:28]=[CH:27][CH:26]=[CH:25][C:24]=4[CH3:29])=[CH:19][C:18]=3[O:30][CH3:31])=[O:16])[CH2:6][C:5]=12.C(N(CC)C(C)C)(C)C.[Cl:41][C:42]([Cl:47])([Cl:46])[C:43](Cl)=[O:44]. (5) Given the product [C:13]([N:5]1[C:6]2[C:11](=[CH:10][C:9]([F:12])=[CH:8][CH:7]=2)[C@H:2]([NH:1][C:21]2[CH:28]=[CH:27][C:24]([C:25]#[N:26])=[CH:23][N:22]=2)[C@@H:3]([CH3:19])[C@@H:4]1[CH:16]1[CH2:18][CH2:17]1)(=[O:15])[CH3:14], predict the reactants needed to synthesize it. The reactants are: [NH2:1][C@H:2]1[C:11]2[C:6](=[CH:7][CH:8]=[C:9]([F:12])[CH:10]=2)[N:5]([C:13](=[O:15])[CH3:14])[C@@H:4]([CH:16]2[CH2:18][CH2:17]2)[C@@H:3]1[CH3:19].F[C:21]1[CH:28]=[CH:27][C:24]([C:25]#[N:26])=[CH:23][N:22]=1.C(N(CC)CC)C. (6) Given the product [CH3:1][C@H:2]([O:6][C:7]1[N:15]=[C:14]2[C:10]([N:11]=[C:12]([O:27][CH3:28])[N:13]2[CH2:16][CH2:17][CH2:18][CH2:19][NH:20][CH2:59][CH:56]2[CH2:57][CH2:58][O:53][CH2:54][CH2:55]2)=[C:9]([NH2:29])[N:8]=1)[CH2:3][CH2:4][CH3:5], predict the reactants needed to synthesize it. The reactants are: [CH3:1][C@H:2]([O:6][C:7]1[N:15]=[C:14]2[C:10]([N:11]=[C:12]([O:27][CH3:28])[N:13]2[CH2:16][CH2:17][CH2:18][CH2:19][NH:20]C2CCOCC2)=[C:9]([NH2:29])[N:8]=1)[CH2:3][CH2:4][CH3:5].ClCCCCN1C(OC)=NC2C1=NC(O[C@@H](C)CCC)=NC=2N.[O:53]1[CH2:58][CH2:57][CH:56]([CH2:59]N)[CH2:55][CH2:54]1. (7) Given the product [CH2:13]([O:12][C:10]([NH:9][CH:7]([CH3:8])[CH2:6][CH2:27][C:26]([OH:25])=[S:22])=[O:11])[C:14]1[CH:15]=[CH:16][CH:17]=[CH:18][CH:19]=1, predict the reactants needed to synthesize it. The reactants are: CS(O[CH2:6][CH:7]([NH:9][C:10]([O:12][CH2:13][C:14]1[CH:19]=[CH:18][CH:17]=[CH:16][CH:15]=1)=[O:11])[CH3:8])(=O)=O.C(O)(=O)C[SH:22].[O-:25][CH2:26][CH3:27].[Na+]. (8) Given the product [ClH:27].[N:1]1[C:6]2[NH:7][C:8]3[C:13]([C:5]=2[CH:4]=[CH:3][CH:2]=1)=[CH:12][C:11]([C@@H:14]1[O:19][CH2:18][CH2:17][NH:16][CH2:15]1)=[CH:10][CH:9]=3, predict the reactants needed to synthesize it. The reactants are: [N:1]1[C:6]2[NH:7][C:8]3[C:13]([C:5]=2[CH:4]=[CH:3][CH:2]=1)=[CH:12][C:11]([C@@H:14]1[O:19][CH2:18][CH2:17][N:16](C(OC(C)(C)C)=O)[CH2:15]1)=[CH:10][CH:9]=3.[ClH:27].CCOCC. (9) The reactants are: [F:1][CH2:2][C:3]([CH2:10][F:11])([CH3:9])[C:4](=O)[CH2:5][C:6]#[N:7].Cl.[C:13]1([NH:19][NH2:20])[CH:18]=[CH:17][CH:16]=[CH:15][CH:14]=1. Given the product [F:1][CH2:2][C:3]([C:4]1[CH:5]=[C:6]([NH2:7])[N:19]([C:13]2[CH:18]=[CH:17][CH:16]=[CH:15][CH:14]=2)[N:20]=1)([CH3:9])[CH2:10][F:11], predict the reactants needed to synthesize it. (10) The reactants are: [F:1][C:2]([F:19])([S:15]([O-:18])(=[O:17])=[O:16])[CH:3]([O:8]C(=O)C(C)(C)C)[C:4]([F:7])([F:6])[F:5].[CH2:20]([N+:27]([CH3:30])([CH3:29])[CH3:28])[C:21]1[CH:26]=[CH:25][CH:24]=[CH:23][CH:22]=1.[OH-].[Na+].Cl. Given the product [F:19][C:2]([F:1])([S:15]([O-:18])(=[O:16])=[O:17])[CH:3]([OH:8])[C:4]([F:5])([F:7])[F:6].[CH2:20]([N+:27]([CH3:30])([CH3:29])[CH3:28])[C:21]1[CH:26]=[CH:25][CH:24]=[CH:23][CH:22]=1, predict the reactants needed to synthesize it.